Dataset: Peptide-MHC class II binding affinity with 134,281 pairs from IEDB. Task: Regression. Given a peptide amino acid sequence and an MHC pseudo amino acid sequence, predict their binding affinity value. This is MHC class II binding data. (1) The peptide sequence is EKKYFAASQFEPLAA. The MHC is DRB1_0101 with pseudo-sequence DRB1_0101. The binding affinity (normalized) is 0.637. (2) The peptide sequence is QKLIEDVNASFRAAM. The MHC is DRB1_1602 with pseudo-sequence DRB1_1602. The binding affinity (normalized) is 0.358. (3) The peptide sequence is AYESYKFIPALEAAVKQAYAATVAAA. The MHC is DRB1_1101 with pseudo-sequence DRB1_1101. The binding affinity (normalized) is 0.662. (4) The peptide sequence is KKPDKPSLDISLETVAID. The MHC is DRB3_0202 with pseudo-sequence DRB3_0202. The binding affinity (normalized) is 0. (5) The binding affinity (normalized) is 0. The peptide sequence is IITFKDKTDIHRLEP. The MHC is HLA-DQA10201-DQB10303 with pseudo-sequence HLA-DQA10201-DQB10303. (6) The peptide sequence is GELPIVDKIDAAFKI. The MHC is DRB1_1101 with pseudo-sequence DRB1_1101. The binding affinity (normalized) is 0.435. (7) The peptide sequence is MKTGRRGSANGKTLG. The MHC is HLA-DQA10201-DQB10303 with pseudo-sequence HLA-DQA10201-DQB10303. The binding affinity (normalized) is 0.